Dataset: Reaction yield outcomes from USPTO patents with 853,638 reactions. Task: Predict the reaction yield, written as a fraction of the theoretical maximum amount of product (1.0 means a 100% yield; for example, 0.34 means a 34% yield). (1) The reactants are [CH:1]1[C:10]2[C:5](=[CH:6][CH:7]=[CH:8][CH:9]=2)[CH:4]=[CH:3][C:2]=1[CH2:11][O:12][CH:13]1[CH:18]([C:19]2[CH:24]=[CH:23][C:22]([O:25][CH2:26][CH2:27][CH2:28][O:29][CH2:30][C:31]3[CH:36]=[CH:35][CH:34]=[CH:33][C:32]=3[O:37]COCC[Si](C)(C)C)=[CH:21][CH:20]=2)[CH2:17][CH2:16][N:15]([C:46]([O-:48])=[O:47])[CH2:14]1.Cl.C(Cl)Cl. The catalyst is CO. The product is [OH:37][C:32]1[CH:33]=[CH:34][CH:35]=[CH:36][C:31]=1[CH2:30][O:29][CH2:28][CH2:27][CH2:26][O:25][C:22]1[CH:23]=[CH:24][C:19]([CH:18]2[CH2:17][CH2:16][N:15]([C:46]([O:48][C:2]([CH3:11])([CH3:3])[CH3:1])=[O:47])[CH2:14][CH:13]2[O:12][CH2:11][C:2]2[CH:3]=[CH:4][C:5]3[C:10](=[CH:9][CH:8]=[CH:7][CH:6]=3)[CH:1]=2)=[CH:20][CH:21]=1. The yield is 0.810. (2) The reactants are C(OC([N:8]1[C@H:20]([C:21]([OH:23])=[O:22])[CH2:19][C:18]2[C:17]3[C:12](=[CH:13][CH:14]=[CH:15][CH:16]=3)[N:11]([CH2:24][C:25]3[CH:26]=[N:27][C:28]([Cl:31])=[CH:29][CH:30]=3)[C:10]=2[CH2:9]1)=O)(C)(C)C. The catalyst is Cl.O1CCOCC1.CCOC(C)=O. The product is [Cl:31][C:28]1[N:27]=[CH:26][C:25]([CH2:24][N:11]2[C:12]3[C:17](=[CH:16][CH:15]=[CH:14][CH:13]=3)[C:18]3[CH2:19][C@@H:20]([C:21]([OH:23])=[O:22])[NH:8][CH2:9][C:10]2=3)=[CH:30][CH:29]=1. The yield is 0.490. (3) The reactants are [N:1]12[CH2:8][CH2:7][C:4]([C:9]([C:17]3[CH:22]=[CH:21][CH:20]=[CH:19][CH:18]=3)([C:11]3[CH:16]=[CH:15][CH:14]=[CH:13][CH:12]=3)[OH:10])([CH2:5][CH2:6]1)[CH2:3][CH2:2]2.[Br:23][CH2:24][CH2:25][CH2:26][CH:27]=[CH2:28]. The catalyst is CC#N. The product is [Br-:23].[OH:10][C:9]([C:17]1[CH:22]=[CH:21][CH:20]=[CH:19][CH:18]=1)([C:11]1[CH:12]=[CH:13][CH:14]=[CH:15][CH:16]=1)[C:4]12[CH2:5][CH2:6][N+:1]([CH2:28][CH2:27][CH2:26][CH:25]=[CH2:24])([CH2:2][CH2:3]1)[CH2:8][CH2:7]2. The yield is 0.886. (4) The reactants are [F:1][C:2]1[CH:3]=[C:4]([CH:13]([CH3:17])[C:14]([OH:16])=O)[CH:5]=[CH:6][C:7]=1[CH2:8][S:9]([CH3:12])(=[O:11])=[O:10].[Cl:18][C:19]1[CH:20]=[C:21]([N:25]2[C:29]([CH2:30][NH2:31])=[CH:28][C:27]([C:32]([F:35])([F:34])[F:33])=[N:26]2)[CH:22]=[CH:23][CH:24]=1.F[B-](F)(F)F.N1(OC(N(C)C)=[N+](C)C)C2C=CC=CC=2N=N1.ON1C2C=CC=CC=2N=N1.C(N(C(C)C)C(C)C)C. The catalyst is C1COCC1. The product is [Cl:18][C:19]1[CH:20]=[C:21]([N:25]2[C:29]([CH2:30][NH:31][C:14](=[O:16])[CH:13]([C:4]3[CH:5]=[CH:6][C:7]([CH2:8][S:9]([CH3:12])(=[O:10])=[O:11])=[C:2]([F:1])[CH:3]=3)[CH3:17])=[CH:28][C:27]([C:32]([F:33])([F:34])[F:35])=[N:26]2)[CH:22]=[CH:23][CH:24]=1. The yield is 0.690.